Dataset: Full USPTO retrosynthesis dataset with 1.9M reactions from patents (1976-2016). Task: Predict the reactants needed to synthesize the given product. (1) Given the product [NH2:39][C:37]1[N:36]=[CH:35][N:34]=[C:33]2[N:32]([CH:8]([C:6]3[C:5]([O:11][CH2:12][CH3:13])=[C:4]([CH:14]4[CH2:15][N:16]([C:18]([O:20][CH2:21][C:22]5[CH:27]=[CH:26][CH:25]=[CH:24][CH:23]=5)=[O:19])[CH2:17]4)[C:3]([CH3:28])=[C:2]([Cl:1])[CH:7]=3)[CH3:9])[N:31]=[C:30]([CH3:29])[C:38]=12, predict the reactants needed to synthesize it. The reactants are: [Cl:1][C:2]1[C:3]([CH3:28])=[C:4]([CH:14]2[CH2:17][N:16]([C:18]([O:20][CH2:21][C:22]3[CH:27]=[CH:26][CH:25]=[CH:24][CH:23]=3)=[O:19])[CH2:15]2)[C:5]([O:11][CH2:12][CH3:13])=[C:6]([CH:8](Cl)[CH3:9])[CH:7]=1.[CH3:29][C:30]1[C:38]2[C:33](=[N:34][CH:35]=[N:36][C:37]=2[NH2:39])[NH:32][N:31]=1.C(=O)([O-])[O-].[Cs+].[Cs+].[I-].[K+]. (2) Given the product [F:1][C:2]1[CH:3]=[C:4]([C:8]2[CH:13]=[CH:12][C:11]([CH2:14][CH2:15][CH3:16])=[CH:10][CH:9]=2)[CH:5]=[CH:6][C:7]=1[OH:23], predict the reactants needed to synthesize it. The reactants are: [F:1][C:2]1[CH:3]=[C:4]([C:8]2[CH:13]=[CH:12][C:11]([CH2:14][CH2:15][CH3:16])=[CH:10][CH:9]=2)[CH:5]=[CH:6][CH:7]=1.C([Li])(CC)C.C[O:23]B(OC)OC.Cl.